From a dataset of Full USPTO retrosynthesis dataset with 1.9M reactions from patents (1976-2016). Predict the reactants needed to synthesize the given product. (1) The reactants are: [NH:1]1[CH:5]=[C:4]([C:6]2[CH:11]=[CH:10][N:9]=[CH:8][CH:7]=2)[CH:3]=[N:2]1.[CH2:12](Br)[C:13]1[CH:18]=[CH:17][CH:16]=[CH:15][CH:14]=1. Given the product [CH2:12]([N:9]1[CH2:10][CH:11]=[C:6]([C:4]2[CH:5]=[N:1][NH:2][CH:3]=2)[CH2:7][CH2:8]1)[C:13]1[CH:18]=[CH:17][CH:16]=[CH:15][CH:14]=1, predict the reactants needed to synthesize it. (2) Given the product [N+:1]([C:4]1[CH:5]=[CH:6][CH:7]=[C:8]2[C:12]=1[NH:11][C:10]([C:13]([NH2:16])=[O:15])=[CH:9]2)([O-:3])=[O:2], predict the reactants needed to synthesize it. The reactants are: [N+:1]([C:4]1[CH:5]=[CH:6][CH:7]=[C:8]2[C:12]=1[NH:11][C:10]([C:13]([OH:15])=O)=[CH:9]2)([O-:3])=[O:2].[N:16]1(O)C2C=CC=CC=2N=N1.Cl.CN(C)CCCN=C=NCC.N. (3) The reactants are: [CH2:1]([O:3][C:4]([C:6]1[CH:10]=[C:9]([C:11]2[CH:16]=[CH:15][N:14]=[C:13]([NH:17][C:18]3[CH:23]=[CH:22][C:21]([N:24]4[CH2:29][CH2:28][N:27]([CH3:30])[CH2:26][CH2:25]4)=[CH:20][C:19]=3[O:31][CH3:32])[N:12]=2)[NH:8][CH:7]=1)=[O:5])[CH3:2].[H-].[Na+].[CH3:35]I. Given the product [CH2:1]([O:3][C:4]([C:6]1[CH:10]=[C:9]([C:11]2[CH:16]=[CH:15][N:14]=[C:13]([NH:17][C:18]3[CH:23]=[CH:22][C:21]([N:24]4[CH2:25][CH2:26][N:27]([CH3:30])[CH2:28][CH2:29]4)=[CH:20][C:19]=3[O:31][CH3:32])[N:12]=2)[N:8]([CH3:35])[CH:7]=1)=[O:5])[CH3:2], predict the reactants needed to synthesize it. (4) The reactants are: C(O[C:4](=[O:24])[C:5]([OH:23])([C:19]([F:22])([F:21])[F:20])[CH2:6][C:7]([C:10]1[CH:15]=[CH:14][C:13](Br)=[C:12]([O:17][CH3:18])[CH:11]=1)([CH3:9])[CH3:8])C.C([Sn](CCCC)(CCCC)[C:30]([O:32]CC)=[CH2:31])CCC.C1(C)C=CC=CC=1P(C1C=CC=CC=1C)C1C=CC=CC=1C.CN(C)C=[O:68]. Given the product [C:30]([C:13]1[CH:14]=[CH:15][C:10]([C:7]([CH3:8])([CH3:9])[CH2:6][C:5]([OH:23])([C:19]([F:22])([F:20])[F:21])[C:4]([OH:68])=[O:24])=[CH:11][C:12]=1[O:17][CH3:18])(=[O:32])[CH3:31], predict the reactants needed to synthesize it. (5) Given the product [Br:1][C:2]1[N:6]2[N:7]=[C:8]([NH:21][C@H:19]([C:16]3[N:17]=[CH:18][C:13]([F:12])=[CH:14][N:15]=3)[CH3:20])[CH:9]=[CH:10][C:5]2=[N:4][CH:3]=1, predict the reactants needed to synthesize it. The reactants are: [Br:1][C:2]1[N:6]2[N:7]=[C:8](Cl)[CH:9]=[CH:10][C:5]2=[N:4][CH:3]=1.[F:12][C:13]1[CH:14]=[N:15][C:16]([C@@H:19]([NH2:21])[CH3:20])=[N:17][CH:18]=1.[F-].[Cs+]. (6) Given the product [C:1]([O:5][C:6]([N:8]1[CH2:13][CH2:12][CH2:11][CH2:10][C@H:9]1[CH2:14][C:15]1[CH:20]=[CH:19][CH:18]=[C:17]([N:23]2[N:24]=[CH:25][CH:26]=[N:22]2)[CH:16]=1)=[O:7])([CH3:4])([CH3:3])[CH3:2], predict the reactants needed to synthesize it. The reactants are: [C:1]([O:5][C:6]([N:8]1[CH2:13][CH2:12][CH2:11][CH2:10][C@H:9]1[CH2:14][C:15]1[CH:20]=[CH:19][CH:18]=[C:17](I)[CH:16]=1)=[O:7])([CH3:4])([CH3:3])[CH3:2].[NH:22]1[CH:26]=[CH:25][N:24]=[N:23]1.C(C)(C)C. (7) The reactants are: [CH2:1]([O:3][C:4](=[O:24])[CH:5]=[C:6]([C:13]1[CH:21]=[C:20]2[C:16]([C:17]([C:22]#[N:23])=[CH:18][NH:19]2)=[CH:15][CH:14]=1)[C:7]1[CH:12]=[CH:11][CH:10]=[CH:9][CH:8]=1)[CH3:2].N1C2C(=CC=CC=2C(C2C=CC=CC=2)CC(NC)=O)C=C1. Given the product [CH2:1]([O:3][C:4](=[O:24])[CH2:5][CH:6]([C:13]1[CH:21]=[C:20]2[C:16]([C:17]([C:22]#[N:23])=[CH:18][NH:19]2)=[CH:15][CH:14]=1)[C:7]1[CH:8]=[CH:9][CH:10]=[CH:11][CH:12]=1)[CH3:2], predict the reactants needed to synthesize it.